From a dataset of Forward reaction prediction with 1.9M reactions from USPTO patents (1976-2016). Predict the product of the given reaction. (1) Given the reactants [CH3:1][O:2][C:3]1[CH:4]=[C:5]([CH:24]=[CH:25][C:26]=1[O:27][CH3:28])[CH2:6][NH:7][C:8]1[N:13]2[N:14]=[C:15]([C:17]3[O:18][CH:19]=[CH:20][CH:21]=3)[N:16]=[C:12]2[CH:11]=[C:10]([CH2:22][OH:23])[N:9]=1.[N:29]1[CH:34]=[CH:33][CH:32]=[CH:31][C:30]=1[OH:35].C(C=P(CCCC)(CCCC)CCCC)#N.C(=O)(O)[O-].[Na+], predict the reaction product. The product is: [CH3:1][O:2][C:3]1[CH:4]=[C:5]([CH:24]=[CH:25][C:26]=1[O:27][CH3:28])[CH2:6][NH:7][C:8]1[N:13]2[N:14]=[C:15]([C:17]3[O:18][CH:19]=[CH:20][CH:21]=3)[N:16]=[C:12]2[CH:11]=[C:10]([CH2:22][O:23][C:30]2[CH:31]=[CH:32][CH:33]=[CH:34][N:29]=2)[N:9]=1.[CH3:1][O:2][C:3]1[CH:4]=[C:5]([CH:24]=[CH:25][C:26]=1[O:27][CH3:28])[CH2:6][NH:7][C:8]1[N:13]2[N:14]=[C:15]([C:17]3[O:18][CH:19]=[CH:20][CH:21]=3)[N:16]=[C:12]2[CH:11]=[C:10]([CH2:22][N:29]2[CH:34]=[CH:33][CH:32]=[CH:31][C:30]2=[O:35])[N:9]=1. (2) Given the reactants [Cl:1][C:2]1[CH:7]=[C:6]([Cl:8])[CH:5]=[CH:4][C:3]=1[C@@:9]1([CH2:28][N:29]2[CH:33]=[CH:32][N:31]=[CH:30]2)[O:13][C@H:12]([CH2:14][O:15][C:16]2[CH:21]=[CH:20][C:19]([N:22]3[CH2:27][CH2:26][NH:25][CH2:24][CH2:23]3)=[CH:18][CH:17]=2)[CH2:11][O:10]1.C(N(CC)CC)C.Cl.[N:42]1([C:47](=N)[NH2:48])C=CC=N1, predict the reaction product. The product is: [Cl:1][C:2]1[CH:7]=[C:6]([Cl:8])[CH:5]=[CH:4][C:3]=1[C@@:9]1([CH2:28][N:29]2[CH:33]=[CH:32][N:31]=[CH:30]2)[O:13][C@H:12]([CH2:14][O:15][C:16]2[CH:17]=[CH:18][C:19]([N:22]3[CH2:23][CH2:24][N:25]([C:47](=[NH:42])[NH2:48])[CH2:26][CH2:27]3)=[CH:20][CH:21]=2)[CH2:11][O:10]1. (3) Given the reactants [Cl:1][C:2]1[CH:11]=[CH:10][C:9]2[C:4](=[C:5]([NH2:12])[CH:6]=[CH:7][CH:8]=2)[N:3]=1.[N:13]1[CH:18]=[CH:17][CH:16]=[C:15]([CH:19]=O)[CH:14]=1.CC(O)=O.[BH3-]C#N.[Na+], predict the reaction product. The product is: [Cl:1][C:2]1[CH:11]=[CH:10][C:9]2[C:4](=[C:5]([NH:12][CH2:19][C:15]3[CH:14]=[N:13][CH:18]=[CH:17][CH:16]=3)[CH:6]=[CH:7][CH:8]=2)[N:3]=1. (4) The product is: [Br:14][CH:5]([CH3:6])[C:4]([C:8]1[CH:13]=[CH:12][CH:11]=[CH:10][CH:9]=1)=[O:7]. Given the reactants C(Cl)Cl.[C:4]([C:8]1[CH:13]=[CH:12][CH:11]=[CH:10][CH:9]=1)(=[O:7])[CH2:5][CH3:6].[Br:14]Br.C([O-])(O)=O.[Na+], predict the reaction product. (5) Given the reactants [O:1]=[CH:2][CH2:3][C@@H:4]([C@@H:6]([CH2:8][OH:9])[OH:7])[OH:5].BrBr, predict the reaction product. The product is: [CH2:3]1[C:2](=[O:1])[O:7][C@H:6]([CH2:8][OH:9])[C@H:4]1[OH:5]. (6) Given the reactants [CH3:1][C:2]1([CH3:38])[CH2:7][CH2:6][C:5]([C:8]2[CH:13]=[C:12]([CH2:14][C:15]3[NH:19][N:18]=[N:17][N:16]=3)[CH:11]=[CH:10][C:9]=2[NH:20][C:21]([C:23]2[N:24]([CH2:30][O:31][CH2:32][CH2:33][Si:34]([CH3:37])([CH3:36])[CH3:35])[CH:25]=[C:26]([C:28]#[N:29])[N:27]=2)=[O:22])=[CH:4][CH2:3]1.Cl.Cl[CH2:41][CH2:42][N:43]([CH3:45])[CH3:44].CCN(C(C)C)C(C)C, predict the reaction product. The product is: [CH3:44][N:43]([CH3:45])[CH2:42][CH2:41][N:17]1[N:18]=[N:19][C:15]([CH2:14][C:12]2[CH:11]=[CH:10][C:9]([NH:20][C:21]([C:23]3[N:24]([CH2:30][O:31][CH2:32][CH2:33][Si:34]([CH3:35])([CH3:37])[CH3:36])[CH:25]=[C:26]([C:28]#[N:29])[N:27]=3)=[O:22])=[C:8]([C:5]3[CH2:6][CH2:7][C:2]([CH3:38])([CH3:1])[CH2:3][CH:4]=3)[CH:13]=2)=[N:16]1. (7) Given the reactants [F:1][C:2]([F:20])([F:19])[C:3]([NH:5][CH2:6][C:7]1([N:13]2[CH2:18][CH2:17][NH:16][CH2:15][CH2:14]2)[CH2:12][CH2:11][CH2:10][CH2:9][CH2:8]1)=[O:4].CCN(CC)CC.[CH:28]1([CH2:31][S:32](Cl)(=[O:34])=[O:33])[CH2:30][CH2:29]1, predict the reaction product. The product is: [CH:28]1([CH2:31][S:32]([N:16]2[CH2:17][CH2:18][N:13]([C:7]3([CH2:6][NH:5][C:3](=[O:4])[C:2]([F:19])([F:1])[F:20])[CH2:12][CH2:11][CH2:10][CH2:9][CH2:8]3)[CH2:14][CH2:15]2)(=[O:34])=[O:33])[CH2:30][CH2:29]1. (8) Given the reactants [CH:1]1([C:7]2[CH:12]=[CH:11][C:10]([O:13]C)=[CH:9][C:8]=2[CH:15]([CH3:17])[CH3:16])[CH2:6][CH2:5][CH2:4][CH2:3][CH2:2]1.B(Br)(Br)Br, predict the reaction product. The product is: [CH:1]1([C:7]2[CH:12]=[CH:11][C:10]([OH:13])=[CH:9][C:8]=2[CH:15]([CH3:17])[CH3:16])[CH2:2][CH2:3][CH2:4][CH2:5][CH2:6]1. (9) Given the reactants [H-].[Na+].[OH:3][C@@H:4]1[CH2:9][CH2:8][CH2:7][N:6]([C:10]([O:12][C:13]([CH3:16])([CH3:15])[CH3:14])=[O:11])[CH2:5]1.[Cl:17][C:18]1[CH:23]=[N:22][CH:21]=[C:20](Cl)[N:19]=1, predict the reaction product. The product is: [Cl:17][C:18]1[N:19]=[C:20]([O:3][C@@H:4]2[CH2:9][CH2:8][CH2:7][N:6]([C:10]([O:12][C:13]([CH3:16])([CH3:15])[CH3:14])=[O:11])[CH2:5]2)[CH:21]=[N:22][CH:23]=1.